From a dataset of Full USPTO retrosynthesis dataset with 1.9M reactions from patents (1976-2016). Predict the reactants needed to synthesize the given product. (1) Given the product [Cl:1][C:2]1[CH:3]=[CH:4][C:5]([CH2:6][NH:7][C:8]([NH:9][O:10][CH2:11][C:12]([NH:18][C@@H:19]([CH2:43][C:44](=[O:45])[NH:46][C:47]([C:60]2[CH:61]=[CH:62][CH:63]=[CH:64][CH:65]=2)([C:48]2[CH:53]=[CH:52][CH:51]=[CH:50][CH:49]=2)[C:54]2[CH:55]=[CH:56][CH:57]=[CH:58][CH:59]=2)[C:20]([N:22]([C@@H:34]([CH3:42])[CH:35]([O:39][CH2:40][CH3:41])[O:36][CH2:37][CH3:38])[CH2:23][C:24]2[CH:25]=[CH:26][CH:27]=[C:28]3[C:33]=2[N:32]=[CH:31][CH:30]=[CH:29]3)=[O:21])=[O:14])=[O:15])=[CH:16][CH:17]=1, predict the reactants needed to synthesize it. The reactants are: [Cl:1][C:2]1[CH:17]=[CH:16][C:5]([CH2:6][NH:7][C:8](=[O:15])[NH:9][O:10][CH2:11][C:12]([OH:14])=O)=[CH:4][CH:3]=1.[NH2:18][C@@H:19]([CH2:43][C:44]([NH:46][C:47]([C:60]1[CH:65]=[CH:64][CH:63]=[CH:62][CH:61]=1)([C:54]1[CH:59]=[CH:58][CH:57]=[CH:56][CH:55]=1)[C:48]1[CH:53]=[CH:52][CH:51]=[CH:50][CH:49]=1)=[O:45])[C:20]([N:22]([C@@H:34]([CH3:42])[CH:35]([O:39][CH2:40][CH3:41])[O:36][CH2:37][CH3:38])[CH2:23][C:24]1[CH:25]=[CH:26][CH:27]=[C:28]2[C:33]=1[N:32]=[CH:31][CH:30]=[CH:29]2)=[O:21]. (2) Given the product [CH2:11]([OH:12])[C@H:9]1[O:10][C@H:2]([O:1][C@@H:17]2[C@@H:15]([OH:16])[CH:14]([OH:13])[O:22][C@H:21]([CH2:23][OH:24])[C@H:19]2[OH:20])[C@H:3]([OH:4])[C@@H:5]([OH:6])[C@@H:7]1[OH:8], predict the reactants needed to synthesize it. The reactants are: [OH:1][CH:2]1[O:10][C@H:9]([CH2:11][OH:12])[C@@H:7]([OH:8])[C@H:5]([OH:6])[C@H:3]1[OH:4].[O:13]=[CH:14][C@@H:15]([C@H:17]([C@@H:19]([C@@H:21]([CH2:23][OH:24])[OH:22])[OH:20])O)[OH:16]. (3) Given the product [F:1][C:2]1[CH:7]=[CH:6][CH:5]=[C:4]2[C:3]=1[N:14]=[C:35]([N:59]1[CH2:58][CH2:57][N:56]([C:53]3[CH:54]=[CH:55][C:50]([F:49])=[C:51]([CH3:62])[CH:52]=3)[CH2:61][CH2:60]1)[N:34]([C:37]1[C:38]([O:47][CH3:48])=[CH:39][CH:40]=[C:41]([C:43]([F:46])([F:45])[F:44])[CH:42]=1)[CH:8]2[CH2:9][C:10]([O:12][CH3:13])=[O:11], predict the reactants needed to synthesize it. The reactants are: [F:1][C:2]1[C:3]([N:14]=P(C2C=CC=CC=2)(C2C=CC=CC=2)C2C=CC=CC=2)=[C:4](/[CH:8]=[CH:9]/[C:10]([O:12][CH3:13])=[O:11])[CH:5]=[CH:6][CH:7]=1.[N:34]([C:37]1[CH:42]=[C:41]([C:43]([F:46])([F:45])[F:44])[CH:40]=[CH:39][C:38]=1[O:47][CH3:48])=[C:35]=O.[F:49][C:50]1[CH:55]=[CH:54][C:53]([N:56]2[CH2:61][CH2:60][NH:59][CH2:58][CH2:57]2)=[CH:52][C:51]=1[CH3:62]. (4) Given the product [Br:1][C:2]1[CH:7]=[C:6]([F:8])[CH:5]=[CH:4][C:3]=1[CH:9]1[N:10]=[C:11]([C:36]2[S:37][CH:38]=[CH:39][N:40]=2)[NH:12][C:13]([CH2:20][N:21]2[CH2:26][CH2:25][O:24][CH2:23][CH:22]2[C:27]([NH:28][CH2:29][C:30]([OH:32])=[O:31])=[O:35])=[C:14]1[C:15]([O:17][CH2:18][CH3:19])=[O:16], predict the reactants needed to synthesize it. The reactants are: [Br:1][C:2]1[CH:7]=[C:6]([F:8])[CH:5]=[CH:4][C:3]=1[CH:9]1[C:14]([C:15]([O:17][CH2:18][CH3:19])=[O:16])=[C:13]([CH2:20][N:21]2[CH2:26][CH2:25][O:24][CH2:23][CH:22]2[C:27](=[O:35])[NH:28][CH2:29][C:30]([O:32]CC)=[O:31])[NH:12][C:11]([C:36]2[S:37][CH:38]=[CH:39][N:40]=2)=[N:10]1.[OH-].[Na+]. (5) Given the product [N:6]1[N:10]2[CH2:11][CH2:12][CH2:13][NH:14][C:9]2=[C:8]([CH:18]=[O:19])[CH:7]=1, predict the reactants needed to synthesize it. The reactants are: P(Cl)(Cl)(Cl)=O.[N:6]1[N:10]2[CH2:11][CH2:12][CH2:13][N:14](C=O)[C:9]2=[CH:8][CH:7]=1.O.[C:18](=O)([O-])[O-:19].[Na+].[Na+]. (6) Given the product [S:9]1[CH:13]=[CH:12][C:11]([C:2]2[CH:7]=[CH:6][C:5]([OH:8])=[CH:4][CH:3]=2)=[CH:10]1, predict the reactants needed to synthesize it. The reactants are: I[C:2]1[CH:7]=[CH:6][C:5]([OH:8])=[CH:4][CH:3]=1.[S:9]1[CH:13]=[CH:12][C:11](B(O)O)=[CH:10]1.C1(P(C2C=CC=CC=2)C2C=CC=CC=2)C=CC=CC=1.C(=O)([O-])[O-].[K+].[K+]. (7) Given the product [I:1][C:2]1[CH:7]=[CH:6][C:5]([NH:8][CH:9]([S:10][CH3:15])[NH:11][C:12]#[N:13])=[CH:4][CH:3]=1, predict the reactants needed to synthesize it. The reactants are: [I:1][C:2]1[CH:7]=[CH:6][C:5]([N:8]=[C:9]=[S:10])=[CH:4][CH:3]=1.[N:11]#[C:12][NH2:13].[Na].[CH3:15]I.